Dataset: Peptide-MHC class II binding affinity with 134,281 pairs from IEDB. Task: Regression. Given a peptide amino acid sequence and an MHC pseudo amino acid sequence, predict their binding affinity value. This is MHC class II binding data. (1) The peptide sequence is LEQECHIPFAEFENF. The MHC is DRB1_0101 with pseudo-sequence DRB1_0101. The binding affinity (normalized) is 0. (2) The peptide sequence is PNLYNIRNLHIPEVC. The MHC is DRB1_1501 with pseudo-sequence DRB1_1501. The binding affinity (normalized) is 0.797. (3) The peptide sequence is TITVYAVTYYKEADY. The MHC is HLA-DPA10201-DPB11401 with pseudo-sequence HLA-DPA10201-DPB11401. The binding affinity (normalized) is 0.500.